The task is: Regression/Classification. Given a drug SMILES string, predict its absorption, distribution, metabolism, or excretion properties. Task type varies by dataset: regression for continuous measurements (e.g., permeability, clearance, half-life) or binary classification for categorical outcomes (e.g., BBB penetration, CYP inhibition). Dataset: hlm.. This data is from Human liver microsome stability data. (1) The molecule is Cc1nc(C(=O)Nc2ccc(F)cn2)c(C)n1-c1ccc(F)cc1. The result is 0 (unstable in human liver microsomes). (2) The molecule is NC(=O)[C@H](Cc1ccccc1)NC(=O)[C@H]1NCC[C@H]1c1ccccc1. The result is 0 (unstable in human liver microsomes). (3) The compound is COCCOc1cc2ncnc(N3CCN(C(=O)Nc4ccc(Oc5cccc6ncccc56)cc4)CC3)c2cc1OCCOC. The result is 1 (stable in human liver microsomes).